From a dataset of Catalyst prediction with 721,799 reactions and 888 catalyst types from USPTO. Predict which catalyst facilitates the given reaction. (1) Reactant: [Br:1][C:2]1[CH:3]=[C:4]([C:7]([OH:9])=O)[NH:5][CH:6]=1.[C:10]([O:14][C:15]([N:17]1[CH2:22][CH2:21][NH:20][CH2:19][CH2:18]1)=[O:16])([CH3:13])([CH3:12])[CH3:11].F[P-](F)(F)(F)(F)F.N1(O[P+](N(C)C)(N(C)C)N(C)C)C2C=CC=CC=2N=N1.CCN(C(C)C)C(C)C. Product: [Br:1][C:2]1[CH:3]=[C:4]([C:7]([N:20]2[CH2:19][CH2:18][N:17]([C:15]([O:14][C:10]([CH3:13])([CH3:12])[CH3:11])=[O:16])[CH2:22][CH2:21]2)=[O:9])[NH:5][CH:6]=1. The catalyst class is: 18. (2) Reactant: Cl[CH2:2][C:3]([N:5]1[C:13]2[C:8](=[CH:9][CH:10]=[C:11]([Cl:14])[CH:12]=2)[C:7]([CH3:16])([CH3:15])[CH2:6]1)=[O:4].C(N(CC)CC)C.[C:24]([O:28][C:29]([N:31]1[CH2:36][C@H:35]([CH2:37][OH:38])[NH:34][CH2:33][C@H:32]1[CH3:39])=[O:30])([CH3:27])([CH3:26])[CH3:25]. Product: [C:24]([O:28][C:29]([N:31]1[CH2:36][C@H:35]([CH2:37][OH:38])[N:34]([CH2:2][C:3]([N:5]2[C:13]3[C:8](=[CH:9][CH:10]=[C:11]([Cl:14])[CH:12]=3)[C:7]([CH3:16])([CH3:15])[CH2:6]2)=[O:4])[CH2:33][C@H:32]1[CH3:39])=[O:30])([CH3:27])([CH3:26])[CH3:25]. The catalyst class is: 1. (3) The catalyst class is: 140. Product: [CH3:9][O:10][C:11]1[CH:16]=[C:15]([C:2]2[CH:8]=[CH:7][CH:6]=[CH:5][C:3]=2[NH2:4])[CH:14]=[CH:13][CH:12]=1.[C:2]1([C:11]2[CH:12]=[CH:13][CH:14]=[CH:15][CH:16]=2)[C:3]([NH2:4])=[CH:5][CH:6]=[CH:7][CH:8]=1. Reactant: I[C:2]1[CH:8]=[CH:7][CH:6]=[CH:5][C:3]=1[NH2:4].[CH3:9][O:10][C:11]1[CH:12]=[C:13](B(O)O)[CH:14]=[CH:15][CH:16]=1.ClCCl.[OH-].[Na+].